From a dataset of Reaction yield outcomes from USPTO patents with 853,638 reactions. Predict the reaction yield, written as a fraction of the theoretical maximum amount of product (1.0 means a 100% yield; for example, 0.34 means a 34% yield). (1) The reactants are [N+:1]([C:4]1[CH:19]=[CH:18][C:7]([C:8]([NH:10][CH2:11][CH2:12][C:13]([O:15][CH2:16][CH3:17])=[O:14])=[O:9])=[CH:6][CH:5]=1)([O-])=O.O1CCCC1. The catalyst is [C].[Pd].C(O)C. The product is [NH2:1][C:4]1[CH:5]=[CH:6][C:7]([C:8]([NH:10][CH2:11][CH2:12][C:13]([O:15][CH2:16][CH3:17])=[O:14])=[O:9])=[CH:18][CH:19]=1. The yield is 0.950. (2) The reactants are [C:1]1(=[O:11])[NH:5][C:4](=[O:6])[C:3]2=[CH:7][CH:8]=[CH:9][CH:10]=[C:2]12.[K].[C:13]([O:17][C:18]([N:20]1[CH2:25][CH2:24][CH2:23][CH:22]([CH2:26][CH2:27][CH2:28]OS(C)(=O)=O)[CH2:21]1)=[O:19])([CH3:16])([CH3:15])[CH3:14]. The catalyst is CN(C=O)C. The product is [C:13]([O:17][C:18]([N:20]1[CH2:25][CH2:24][CH2:23][CH:22]([CH2:26][CH2:27][CH2:28][N:5]2[C:1](=[O:11])[C:2]3[C:3](=[CH:7][CH:8]=[CH:9][CH:10]=3)[C:4]2=[O:6])[CH2:21]1)=[O:19])([CH3:16])([CH3:15])[CH3:14]. The yield is 0.940. (3) The reactants are [CH3:1][O:2][C:3]1[CH:4]=[C:5]2[C:10](=[CH:11][C:12]=1[O:13][CH3:14])[N:9]=[CH:8][CH:7]=[C:6]2[O:15][C:16]1[CH:22]=[CH:21][C:19]([NH2:20])=[CH:18][CH:17]=1.C(O)C.[N+:26]([C:29]1[CH:34]=[CH:33][C:32]([C:35]([N:37]=[C:38]=[S:39])=[O:36])=[CH:31][CH:30]=1)([O-:28])=[O:27]. The catalyst is C1(C)C=CC=CC=1. The product is [CH3:1][O:2][C:3]1[CH:4]=[C:5]2[C:10](=[CH:11][C:12]=1[O:13][CH3:14])[N:9]=[CH:8][CH:7]=[C:6]2[O:15][C:16]1[CH:22]=[CH:21][C:19]([NH:20][C:38]([NH:37][C:35](=[O:36])[C:32]2[CH:31]=[CH:30][C:29]([N+:26]([O-:28])=[O:27])=[CH:34][CH:33]=2)=[S:39])=[CH:18][CH:17]=1. The yield is 0.940. (4) The reactants are [F:1][C:2]1[CH:3]=[C:4]([NH2:18])[CH:5]=[CH:6][C:7]=1[O:8][C:9]1[CH:14]=[CH:13][N:12]=[C:11]2[CH:15]=[CH:16][S:17][C:10]=12.FC1C=C(NC(NC(=O)CC2C=CC=CC=2)=S)C=CC=1OC1C=CN=C2C=CSC=12.[C:49]1([C:55]2([C:58]([N:60]=[C:61]=[S:62])=[O:59])[CH2:57][CH2:56]2)[CH:54]=[CH:53][CH:52]=[CH:51][CH:50]=1. No catalyst specified. The product is [F:1][C:2]1[CH:3]=[C:4]([NH:18][C:61]([NH:60][C:58]([C:55]2([C:49]3[CH:54]=[CH:53][CH:52]=[CH:51][CH:50]=3)[CH2:57][CH2:56]2)=[O:59])=[S:62])[CH:5]=[CH:6][C:7]=1[O:8][C:9]1[CH:14]=[CH:13][N:12]=[C:11]2[CH:15]=[CH:16][S:17][C:10]=12. The yield is 0.410.